This data is from Full USPTO retrosynthesis dataset with 1.9M reactions from patents (1976-2016). The task is: Predict the reactants needed to synthesize the given product. (1) Given the product [NH2:9][C:3]1[N:4]=[CH:5][N:6]=[C:7]([O:10][CH2:11][C@@H:12]2[CH2:16][CH2:15][N:14]([C:17](=[O:19])[CH:40]=[CH2:41])[CH2:13]2)[C:2]=1[C:28]1[CH:29]=[CH:30][C:25]([O:24][C:31]2[CH:36]=[CH:35][CH:34]=[CH:33][CH:32]=2)=[CH:26][CH:27]=1, predict the reactants needed to synthesize it. The reactants are: Cl[C:2]1[C:3]([NH2:9])=[N:4][CH:5]=[N:6][C:7]=1Cl.[OH:10][CH2:11][C@@H:12]1[CH2:16][CH2:15][N:14]([C:17]([O:19]C(C)(C)C)=O)[CH2:13]1.[O:24]([C:31]1[CH:36]=[CH:35][C:34](B(O)O)=[CH:33][CH:32]=1)[C:25]1[CH:30]=[CH:29][CH:28]=[CH:27][CH:26]=1.[C:40](Cl)(=O)[CH:41]=C. (2) Given the product [Cl:1][C:2]1[CH:7]=[N:6][C:5]2[NH:8][C:16](=[O:17])[N:18]3[N:19]=[CH:20][N:15]=[C:14]3[C:4]=2[CH:3]=1, predict the reactants needed to synthesize it. The reactants are: [Cl:1][C:2]1[CH:3]=[C:4]([C:14]#[N:15])[C:5]([NH:8]C(=O)OCC)=[N:6][CH:7]=1.[CH:16]([NH:18][NH2:19])=[O:17].[C:20]1(OC2C=CC=CC=2)C=CC=CC=1. (3) Given the product [CH3:2][O:3][C:4]1[CH:5]=[C:6]([C:12]2[C@@H:21]3[C@@H:16]([CH2:17][CH2:18][CH2:19][CH2:20]3)[C:15](=[O:22])[N:14]([CH:23]3[CH2:24][CH2:25][N:26]([C:38](=[O:39])[C@@H:37]([NH:36][C:34](=[O:35])[O:33][C:29]([CH3:30])([CH3:31])[CH3:32])[CH2:40][OH:41])[CH2:27][CH2:28]3)[N:13]=2)[CH:7]=[CH:8][C:9]=1[O:10][CH3:11], predict the reactants needed to synthesize it. The reactants are: Cl.[CH3:2][O:3][C:4]1[CH:5]=[C:6]([C:12]2[C@@H:21]3[C@@H:16]([CH2:17][CH2:18][CH2:19][CH2:20]3)[C:15](=[O:22])[N:14]([CH:23]3[CH2:28][CH2:27][NH:26][CH2:25][CH2:24]3)[N:13]=2)[CH:7]=[CH:8][C:9]=1[O:10][CH3:11].[C:29]([O:33][C:34]([NH:36][C@H:37]([C:40](O)=[O:41])[CH2:38][OH:39])=[O:35])([CH3:32])([CH3:31])[CH3:30].CN(C(ON1N=NC2C=CC=CC1=2)=[N+](C)C)C.F[P-](F)(F)(F)(F)F.CCN(C(C)C)C(C)C.C(=O)(O)[O-].[Na+]. (4) Given the product [C:23]([O:47][C:48]([NH:3][C:12]1[CH:16]=[CH:17][CH:18]=[C:10]([O:9][CH3:8])[C:11]=1[CH3:19])=[O:49])([CH3:25])([CH3:24])[CH3:22], predict the reactants needed to synthesize it. The reactants are: C([N:3](CC)CC)C.[CH3:8][O:9][C:10]1[C:11]([CH3:19])=[C:12]([CH:16]=[CH:17][CH:18]=1)C(O)=O.C[C@H]1[C@]2(O)[C@H]3[C@](O)(CC(COC(C)=O)=C[C@H]2[C@@H:24]2[C:25](C)(C)[C@:23]2([O:47][C:48](CC2C=CC=CC=2)=[O:49])[CH2:22]1)C(=O)C(C)=C3.CC(O)(C)C.